Dataset: Full USPTO retrosynthesis dataset with 1.9M reactions from patents (1976-2016). Task: Predict the reactants needed to synthesize the given product. (1) Given the product [C:1]([O:5][C:6](=[O:14])[NH:7][C:8]1[S:9][C:10]([C:20]#[C:19][Si:16]([CH3:18])([CH3:17])[CH3:15])=[CH:11][N:12]=1)([CH3:4])([CH3:3])[CH3:2], predict the reactants needed to synthesize it. The reactants are: [C:1]([O:5][C:6](=[O:14])[NH:7][C:8]1[S:9][C:10](Br)=[CH:11][N:12]=1)([CH3:4])([CH3:3])[CH3:2].[CH3:15][Si:16]([C:19]#[CH:20])([CH3:18])[CH3:17].O. (2) The reactants are: [Li]CCCC.[CH3:6][O:7][C:8](=[O:15])[NH:9][C:10]1[S:11][CH:12]=[CH:13][N:14]=1.[O:16]1[C:20]2([CH2:25][CH2:24][C:23](=[O:26])[CH2:22][CH2:21]2)[O:19][CH2:18][CH2:17]1. Given the product [CH3:6][O:7][C:8](=[O:15])[NH:9][C:10]1[S:11][C:12]([C:23]2([OH:26])[CH2:24][CH2:25][C:20]3([O:19][CH2:18][CH2:17][O:16]3)[CH2:21][CH2:22]2)=[CH:13][N:14]=1, predict the reactants needed to synthesize it. (3) Given the product [ClH:3].[CH3:12][O:9][C:8](=[O:10])[CH:7]([F:11])[CH2:6][NH2:5], predict the reactants needed to synthesize it. The reactants are: S(Cl)([Cl:3])=O.[NH2:5][CH2:6][CH:7]([F:11])[C:8]([OH:10])=[O:9].[CH3:12]O. (4) Given the product [CH:19]1[CH:20]=[CH:21][C:16]([NH:15][C:3](/[CH:2]=[N:24]/[OH:25])=[O:5])=[CH:17][CH:18]=1, predict the reactants needed to synthesize it. The reactants are: Cl[C:2](Cl)(Cl)[CH:3]([OH:5])O.[O-]S([O-])(=O)=O.[Na+].[Na+].[NH2:15][C:16]1[CH:21]=[CH:20][CH:19]=[CH:18][CH:17]=1.Cl.Cl.[NH2:24][OH:25].